Predict the product of the given reaction. From a dataset of Forward reaction prediction with 1.9M reactions from USPTO patents (1976-2016). The product is: [F:1][C:2]1[CH:3]=[C:4]([CH:32]=[CH:33][CH:34]=1)[CH2:5][O:6][C:7]1[CH:30]=[CH:29][C:10]([NH:11][C:12]2[C:21]3[C:16](=[CH:17][CH:18]=[C:19]([C:22]4([CH2:48][NH:47][CH2:46][CH2:45][S:42]([C:36]5[CH:37]=[CH:38][CH:39]=[CH:40][CH:41]=5)(=[O:43])=[O:44])[CH2:23][CH:24]=[CH:25][O:26]4)[CH:20]=3)[N:15]=[CH:14][N:13]=2)=[CH:9][C:8]=1[Cl:31]. Given the reactants [F:1][C:2]1[CH:3]=[C:4]([CH:32]=[CH:33][CH:34]=1)[CH2:5][O:6][C:7]1[CH:30]=[CH:29][C:10]([NH:11][C:12]2[C:21]3[C:16](=[CH:17][CH:18]=[C:19]([C:22]4[O:26][C:25](C=O)=[CH:24][CH:23]=4)[CH:20]=3)[N:15]=[CH:14][N:13]=2)=[CH:9][C:8]=1[Cl:31].Cl.[C:36]1([S:42]([CH2:45][CH2:46][NH2:47])(=[O:44])=[O:43])[CH:41]=[CH:40][CH:39]=[CH:38][CH:37]=1.[CH3:48]CN(CC)CC.[BH4-].[Na+], predict the reaction product.